Dataset: Full USPTO retrosynthesis dataset with 1.9M reactions from patents (1976-2016). Task: Predict the reactants needed to synthesize the given product. (1) Given the product [F:11][CH2:12][O:1][C:2]1[CH:3]=[C:4]([CH3:10])[C:5]([C:8]#[N:9])=[N:6][CH:7]=1, predict the reactants needed to synthesize it. The reactants are: [OH:1][C:2]1[CH:3]=[C:4]([CH3:10])[C:5]([C:8]#[N:9])=[N:6][CH:7]=1.[F:11][CH2:12]OS(C1C=CC(C)=CC=1)(=O)=O. (2) The reactants are: [CH3:1][N:2]1[CH:6]=[C:5]([NH:7][C:8]([C:10]2[N:11]([CH3:18])[CH:12]=[C:13]([N+:15]([O-:17])=[O:16])[CH:14]=2)=[O:9])[CH:4]=[C:3]1[C:19]([O:21]C)=[O:20].[Li+].[OH-]. Given the product [CH3:1][N:2]1[CH:6]=[C:5]([NH:7][C:8]([C:10]2[N:11]([CH3:18])[CH:12]=[C:13]([N+:15]([O-:17])=[O:16])[CH:14]=2)=[O:9])[CH:4]=[C:3]1[C:19]([OH:21])=[O:20], predict the reactants needed to synthesize it.